From a dataset of Full USPTO retrosynthesis dataset with 1.9M reactions from patents (1976-2016). Predict the reactants needed to synthesize the given product. (1) Given the product [ClH:30].[NH2:29][C:8]1[N:7]=[C:6]([O:5][CH2:1][CH2:2][CH2:3][CH3:4])[N:14]=[C:13]2[C:9]=1[NH:10][C:11](=[O:27])[N:12]2[CH2:15][CH:16]1[CH2:21][CH2:20][CH2:19][N:18]([CH:22]2[CH2:23][CH2:24][CH2:25][CH2:26]2)[CH2:17]1, predict the reactants needed to synthesize it. The reactants are: [CH2:1]([O:5][C:6]1[N:14]=[C:13]2[C:9]([N:10]=[C:11]([O:27]C)[N:12]2[CH2:15][CH:16]2[CH2:21][CH2:20][CH2:19][N:18]([CH:22]3[CH2:26][CH2:25][CH2:24][CH2:23]3)[CH2:17]2)=[C:8]([NH2:29])[N:7]=1)[CH2:2][CH2:3][CH3:4].[ClH:30]. (2) The reactants are: [Br:1][C:2]1[CH:7]=[C:6]([C:8]2[C:9]([C:13]3[CH:18]=[CH:17][CH:16]=[C:15]([CH3:19])[N:14]=3)=[N:10][NH:11][CH:12]=2)[CH:5]=[CH:4][N:3]=1.[C:20](Cl)([C:33]1[CH:38]=[CH:37][CH:36]=[CH:35][CH:34]=1)([C:27]1[CH:32]=[CH:31][CH:30]=[CH:29][CH:28]=1)[C:21]1[CH:26]=[CH:25][CH:24]=[CH:23][CH:22]=1. Given the product [Br:1][C:2]1[CH:7]=[C:6]([C:8]2[C:9]([C:13]3[CH:18]=[CH:17][CH:16]=[C:15]([CH3:19])[N:14]=3)=[N:10][N:11]([C:20]([C:21]3[CH:26]=[CH:25][CH:24]=[CH:23][CH:22]=3)([C:33]3[CH:34]=[CH:35][CH:36]=[CH:37][CH:38]=3)[C:27]3[CH:28]=[CH:29][CH:30]=[CH:31][CH:32]=3)[CH:12]=2)[CH:5]=[CH:4][N:3]=1, predict the reactants needed to synthesize it. (3) Given the product [CH3:31][C:26]1[CH:27]=[C:28]2[C:23](=[CH:24][CH:25]=1)[N:22]=[C:21]([N:2]1[CH2:5][CH:4]([C:6]3[C:7]([N:12]4[CH2:17][CH2:16][CH:15]([CH2:18][OH:19])[CH2:14][CH2:13]4)=[N:8][CH:9]=[CH:10][N:11]=3)[CH2:3]1)[CH:30]=[CH:29]2, predict the reactants needed to synthesize it. The reactants are: Cl.[NH:2]1[CH2:5][CH:4]([C:6]2[C:7]([N:12]3[CH2:17][CH2:16][CH:15]([CH2:18][OH:19])[CH2:14][CH2:13]3)=[N:8][CH:9]=[CH:10][N:11]=2)[CH2:3]1.Cl[C:21]1[CH:30]=[CH:29][C:28]2[C:23](=[CH:24][CH:25]=[C:26]([CH3:31])[CH:27]=2)[N:22]=1.C([O-])([O-])=O.[Cs+].[Cs+]. (4) Given the product [NH2:17][C:10]1[CH:9]=[CH:8][C:7]([CH2:6][NH:5][S:2]([CH3:1])(=[O:4])=[O:3])=[CH:16][C:11]=1[C:12]([O:14][CH3:15])=[O:13], predict the reactants needed to synthesize it. The reactants are: [CH3:1][S:2]([NH:5][CH2:6][C:7]1[CH:8]=[CH:9][C:10]([N+:17]([O-])=O)=[C:11]([CH:16]=1)[C:12]([O:14][CH3:15])=[O:13])(=[O:4])=[O:3]. (5) The reactants are: [C:1]([C:3]1[CH:12]=[CH:11][C:6]([C:7](OC)=[O:8])=[CH:5][C:4]=1[N+:13]([O-:15])=[O:14])#[CH:2].CO.[NH3:18]. Given the product [C:1]([C:3]1[CH:12]=[CH:11][C:6]([C:7]([NH2:18])=[O:8])=[CH:5][C:4]=1[N+:13]([O-:15])=[O:14])#[CH:2], predict the reactants needed to synthesize it. (6) Given the product [F:11][C:12]1([F:22])[CH:18]2[CH:13]1[CH2:14][CH2:15][CH:16]([CH2:19][OH:20])[CH2:17]2, predict the reactants needed to synthesize it. The reactants are: C1(C(OC)=O)CCCCC=1.[F:11][C:12]1([F:22])[CH:18]2[CH:13]1[CH2:14][CH2:15][CH:16]([C:19]([O-])=[O:20])[CH2:17]2. (7) Given the product [C:1]([O:5][C:6]([N:8]1[CH2:13][CH2:12][CH:11]([CH2:14][N:16]2[CH:20]=[CH:19][N:18]=[CH:17]2)[CH2:10][CH2:9]1)=[O:7])([CH3:4])([CH3:3])[CH3:2], predict the reactants needed to synthesize it. The reactants are: [C:1]([O:5][C:6]([N:8]1[CH2:13][CH2:12][CH:11]([CH2:14]O)[CH2:10][CH2:9]1)=[O:7])([CH3:4])([CH3:3])[CH3:2].[NH:16]1[CH:20]=[CH:19][N:18]=[CH:17]1. (8) The reactants are: COCCS(F)(F)([F:11])(CCOC)N.ClC1C=CC(C(C(OCC)=O)(C2[CH:29]=[CH:28][C:26]([Cl:27])=[CH:25]C=2)O)=CC=1.[Cl:35][C:36]1[CH:41]=CC(C(C(OCC)=O)(C2C=CC(Cl)=CC=2)O)=CC=1.[C@@:56]12([OH:65])[N:63]([CH3:64])[C@@H:60]([CH2:61][CH2:62]1)[CH2:59][CH:58]=[CH:57]2.O.[C:67]([O-:70])(O)=[O:68].[Na+]. Given the product [C@@:56]12([OH:65])[N:63]([CH3:64])[C@@H:60]([CH2:61][CH2:62]1)[CH2:59][CH:58]=[CH:57]2.[F:11][C:59]([C:58]1[CH:57]=[CH:29][CH:28]=[C:26]([Cl:27])[CH:25]=1)([C:60]1[CH:61]=[CH:62][CH:56]=[C:36]([Cl:35])[CH:41]=1)[C:67]([O-:70])=[O:68], predict the reactants needed to synthesize it. (9) Given the product [F:17][C:12]1[CH:11]=[C:10]([NH:9][C:7]([C:3]2[N:2]([NH:1][C:27](=[O:28])[C@@H:26]([NH:25][C:23](=[O:24])[O:22][C:18]([CH3:20])([CH3:19])[CH3:21])[CH3:30])[CH:6]=[CH:5][N:4]=2)=[O:8])[CH:15]=[C:14]([F:16])[CH:13]=1, predict the reactants needed to synthesize it. The reactants are: [NH2:1][N:2]1[CH:6]=[CH:5][N:4]=[C:3]1[C:7]([NH:9][C:10]1[CH:15]=[C:14]([F:16])[CH:13]=[C:12]([F:17])[CH:11]=1)=[O:8].[C:18]([O:22][C:23]([NH:25][C@@H:26]([CH2:30]C)[C:27](O)=[O:28])=[O:24])([CH3:21])([CH3:20])[CH3:19]. (10) The reactants are: C([O-])([O-])=O.[K+].[K+].[O:7]=[C:8]1[CH:13]=[C:12]([NH:14][C:15](=[O:28])[CH2:16][C:17]2[CH:22]=[CH:21][CH:20]=[C:19]([O:23][C:24]([F:27])([F:26])[F:25])[CH:18]=2)[CH:11]=[CH:10][NH:9]1.[Br:29][CH2:30][CH2:31][CH2:32][CH2:33]Br. Given the product [Br:29][CH2:30][CH2:31][CH2:32][CH2:33][N:9]1[CH:10]=[CH:11][C:12]([NH:14][C:15](=[O:28])[CH2:16][C:17]2[CH:22]=[CH:21][CH:20]=[C:19]([O:23][C:24]([F:25])([F:27])[F:26])[CH:18]=2)=[CH:13][C:8]1=[O:7], predict the reactants needed to synthesize it.